From a dataset of NCI-60 drug combinations with 297,098 pairs across 59 cell lines. Regression. Given two drug SMILES strings and cell line genomic features, predict the synergy score measuring deviation from expected non-interaction effect. Drug 1: C1=CC(=CC=C1CCC2=CNC3=C2C(=O)NC(=N3)N)C(=O)NC(CCC(=O)O)C(=O)O. Drug 2: N.N.Cl[Pt+2]Cl. Cell line: NCI-H522. Synergy scores: CSS=30.5, Synergy_ZIP=-10.2, Synergy_Bliss=-6.01, Synergy_Loewe=-17.1, Synergy_HSA=-5.60.